From a dataset of Reaction yield outcomes from USPTO patents with 853,638 reactions. Predict the reaction yield, written as a fraction of the theoretical maximum amount of product (1.0 means a 100% yield; for example, 0.34 means a 34% yield). (1) The reactants are [Br:1][C:2]1[CH:3]=[C:4]2[C:9](=[CH:10][CH:11]=1)[C:8]([N+:12]([O-])=O)=[C:7]([NH2:15])[CH:6]=[CH:5]2. The catalyst is C(O)C.[Ni]. The product is [Br:1][C:2]1[CH:11]=[CH:10][C:9]2[C:4](=[CH:5][CH:6]=[C:7]([NH2:15])[C:8]=2[NH2:12])[CH:3]=1. The yield is 0.880. (2) The reactants are [C:1]1([C@@H:7]2[CH2:9][C@H:8]2[NH:10][CH2:11][CH2:12][CH:13]2[CH2:18][CH2:17][N:16]([C:19]([O:21][C:22]([CH3:25])([CH3:24])[CH3:23])=[O:20])[CH2:15][CH2:14]2)[CH:6]=[CH:5][CH:4]=[CH:3][CH:2]=1.[C:26](O[C:26]([C:28]([F:31])([F:30])[F:29])=[O:27])([C:28]([F:31])([F:30])[F:29])=[O:27]. The catalyst is C(Cl)Cl. The product is [F:29][C:28]([F:31])([F:30])[C:26]([N:10]([CH2:11][CH2:12][CH:13]1[CH2:18][CH2:17][N:16]([C:19]([O:21][C:22]([CH3:25])([CH3:24])[CH3:23])=[O:20])[CH2:15][CH2:14]1)[C@@H:8]1[CH2:9][C@H:7]1[C:1]1[CH:6]=[CH:5][CH:4]=[CH:3][CH:2]=1)=[O:27]. The yield is 0.422. (3) The product is [C:1]([C:5]1[CH:6]=[C:7]2[C:12](=[CH:13][CH:14]=1)[C:11](=[O:15])[NH:10][C:9](=[O:16])[C:8]2=[CH:17][NH:20][CH2:21][C:22]1[CH:27]=[C:26]([OH:28])[C:25]([C:29]2[CH:33]=[CH:32][O:31][CH:30]=2)=[CH:24][N:23]=1)([CH3:4])([CH3:3])[CH3:2]. The yield is 0.640. The catalyst is CN(C)C=O. The reactants are [C:1]([C:5]1[CH:6]=[C:7]2[C:12](=[CH:13][CH:14]=1)[C:11](=[O:15])[NH:10][C:9](=[O:16])/[C:8]/2=[CH:17]/OC)([CH3:4])([CH3:3])[CH3:2].[NH2:20][CH2:21][C:22]1[CH:27]=[C:26]([OH:28])[C:25]([C:29]2[CH:33]=[CH:32][O:31][CH:30]=2)=[CH:24][N:23]=1. (4) The reactants are [CH2:1]([NH:9][CH2:10][CH2:11][CH2:12][CH2:13][CH2:14][CH2:15][CH2:16][CH3:17])[CH2:2][CH2:3][CH2:4][CH2:5][CH2:6][CH2:7][CH3:8].C(=O)([O-])[O-].[Na+].[Na+].C(O)C.Cl[CH2:28][C:29]#[N:30]. The catalyst is CO. The product is [CH2:10]([N:9]([CH2:28][C:29]#[N:30])[CH2:1][CH2:2][CH2:3][CH2:4][CH2:5][CH2:6][CH2:7][CH3:8])[CH2:11][CH2:12][CH2:13][CH2:14][CH2:15][CH2:16][CH3:17]. The yield is 0.690. (5) The yield is 0.910. The reactants are [OH:1][C:2]1[CH:7]=[CH:6][C:5]([C:8]2[CH:9]([NH:14][S:15]([CH:18]([CH3:20])[CH3:19])(=[O:17])=[O:16])[CH2:10][CH2:11][CH2:12][CH:13]=2)=[CH:4][CH:3]=1.Br[CH2:22][C:23]#[N:24].C(=O)([O-])[O-].[K+].[K+]. The product is [CH3:19][CH:18]([S:15]([NH:14][CH:9]1[C:8]([C:5]2[CH:4]=[CH:3][C:2]([O:1][CH2:22][C:23]#[N:24])=[CH:7][CH:6]=2)=[CH:13][CH2:12][CH2:11][CH2:10]1)(=[O:17])=[O:16])[CH3:20]. The catalyst is CC(C)=O.